From a dataset of Peptide-MHC class I binding affinity with 185,985 pairs from IEDB/IMGT. Regression. Given a peptide amino acid sequence and an MHC pseudo amino acid sequence, predict their binding affinity value. This is MHC class I binding data. (1) The peptide sequence is FYSEESPTEY. The MHC is HLA-A29:02 with pseudo-sequence HLA-A29:02. The binding affinity (normalized) is 0.595. (2) The peptide sequence is KVFFVNWFR. The MHC is HLA-A03:01 with pseudo-sequence HLA-A03:01. The binding affinity (normalized) is 0.539.